From a dataset of Reaction yield outcomes from USPTO patents with 853,638 reactions. Predict the reaction yield, written as a fraction of the theoretical maximum amount of product (1.0 means a 100% yield; for example, 0.34 means a 34% yield). (1) The reactants are [CH2:1]([N:8]1[CH:13]=[CH:12][CH:11]=[C:10]([C:14]([O:16]C)=[O:15])[C:9]1=[O:18])[C:2]1[CH:7]=[CH:6][CH:5]=[CH:4][CH:3]=1.[OH-].[Na+]. The yield is 0.700. The product is [CH2:1]([N:8]1[CH:13]=[CH:12][CH:11]=[C:10]([C:14]([OH:16])=[O:15])[C:9]1=[O:18])[C:2]1[CH:3]=[CH:4][CH:5]=[CH:6][CH:7]=1. The catalyst is CO. (2) The reactants are C[O:2][C:3]([C:5]1[C:6]([NH:16][C:17]2[CH:22]=[CH:21][C:20]([Br:23])=[CH:19][C:18]=2[Cl:24])=[C:7]([F:15])[C:8]2[O:12][N:11]=[C:10]([CH3:13])[C:9]=2[CH:14]=1)=[O:4].[Li+].[OH-].Cl. The catalyst is C1COCC1.O.O. The product is [Br:23][C:20]1[CH:21]=[CH:22][C:17]([NH:16][C:6]2[C:5]([C:3]([OH:4])=[O:2])=[CH:14][C:9]3[C:10]([CH3:13])=[N:11][O:12][C:8]=3[C:7]=2[F:15])=[C:18]([Cl:24])[CH:19]=1. The yield is 0.990. (3) The catalyst is CCO. The product is [C:1]1([C:7](=[N:19][OH:20])[CH2:8][CH2:9][CH2:10][C:11]2[CH:16]=[CH:15][N:14]=[CH:13][CH:12]=2)[CH:6]=[CH:5][CH:4]=[CH:3][CH:2]=1. The yield is 0.890. The reactants are [C:1]1([C:7](=O)[CH2:8][CH2:9][CH2:10][C:11]2[CH:16]=[CH:15][N:14]=[CH:13][CH:12]=2)[CH:6]=[CH:5][CH:4]=[CH:3][CH:2]=1.Cl.[NH2:19][OH:20].C([O-])(=O)C.[Na+].O. (4) The reactants are Br[C:2]1[C:11]2[C:6](=[CH:7][CH:8]=[CH:9][CH:10]=2)[C:5](=[O:12])[O:4][C:3]=1[CH:13]([OH:15])[CH3:14].[C:16]1([CH3:25])[CH:21]=[CH:20][CH:19]=[C:18](B(O)O)[CH:17]=1.C([O-])([O-])=O.[Cs+].[Cs+]. The catalyst is C1C=CC([P]([Pd]([P](C2C=CC=CC=2)(C2C=CC=CC=2)C2C=CC=CC=2)([P](C2C=CC=CC=2)(C2C=CC=CC=2)C2C=CC=CC=2)[P](C2C=CC=CC=2)(C2C=CC=CC=2)C2C=CC=CC=2)(C2C=CC=CC=2)C2C=CC=CC=2)=CC=1. The product is [OH:15][CH:13]([C:3]1[O:4][C:5](=[O:12])[C:6]2[C:11]([C:2]=1[C:18]1[CH:17]=[C:16]([CH3:25])[CH:21]=[CH:20][CH:19]=1)=[CH:10][CH:9]=[CH:8][CH:7]=2)[CH3:14]. The yield is 0.550. (5) The reactants are [CH3:1][S:2]([C:5]1[CH:6]=[C:7]([OH:11])[CH:8]=[CH:9][CH:10]=1)(=[O:4])=[O:3].[H-].[Na+].[Cl:14][C:15]1[CH:31]=[C:30]([Cl:32])[CH:29]=[CH:28][C:16]=1[CH2:17][NH:18][C:19](=[O:27])[C:20]1[CH:25]=[CH:24][C:23](F)=[N:22][CH:21]=1. The catalyst is CN(C)C(=O)C. The product is [Cl:14][C:15]1[CH:31]=[C:30]([Cl:32])[CH:29]=[CH:28][C:16]=1[CH2:17][NH:18][C:19](=[O:27])[C:20]1[CH:25]=[CH:24][C:23]([O:11][C:7]2[CH:8]=[CH:9][CH:10]=[C:5]([S:2]([CH3:1])(=[O:3])=[O:4])[CH:6]=2)=[N:22][CH:21]=1. The yield is 0.250. (6) The reactants are [C:1]([O:4][C:5]1[CH:6]=[C:7]2[C:12](=[CH:13][CH:14]=1)[N:11]=[CH:10][NH:9][C:8]2=O)(=[O:3])[CH3:2].O=P(Cl)(Cl)[Cl:18]. No catalyst specified. The product is [C:1]([O:4][C:5]1[CH:6]=[C:7]2[C:12](=[CH:13][CH:14]=1)[N:11]=[CH:10][N:9]=[C:8]2[Cl:18])(=[O:3])[CH3:2]. The yield is 0.350.